This data is from Full USPTO retrosynthesis dataset with 1.9M reactions from patents (1976-2016). The task is: Predict the reactants needed to synthesize the given product. (1) Given the product [CH2:26]([O:28][C:29](=[O:31])[CH2:30][NH:23][NH:24][C:20]([C:17]1[CH:16]=[N:15][C:14]([C:8]2[CH:13]=[CH:12][CH:11]=[CH:10][CH:9]=2)=[N:19][CH:18]=1)=[O:21])[CH3:27], predict the reactants needed to synthesize it. The reactants are: CCN(CC)CC.[C:8]1([C:14]2[N:19]=[CH:18][C:17]([C:20](Cl)=[O:21])=[CH:16][N:15]=2)[CH:13]=[CH:12][CH:11]=[CH:10][CH:9]=1.[NH2:23][NH2:24].Cl.[CH2:26]([O:28][C:29](=[O:31])[CH3:30])[CH3:27]. (2) Given the product [Cl:34][C:35]1[CH:36]=[CH:37][CH:38]=[C:39]2[C:43]=1[C:42](=[O:44])[N:41]([C:45]1[CH:53]=[CH:52][CH:51]=[C:47]([C:48]([N:64]3[CH2:65][CH2:66][CH:61]([O:54][C:55]4[CH:60]=[CH:59][CH:58]=[CH:57][CH:56]=4)[CH2:62][CH2:63]3)=[O:50])[CH:46]=1)[CH2:40]2, predict the reactants needed to synthesize it. The reactants are: ClC1C2N=C(C3C=C(C=CC=3)C(NCCC3CCN(C4C=CN=CC=4)CC3)=O)SC=2C=CC=1.[Cl:34][C:35]1[CH:36]=[CH:37][CH:38]=[C:39]2[C:43]=1[C:42](=[O:44])[N:41]([C:45]1[CH:46]=[C:47]([CH:51]=[CH:52][CH:53]=1)[C:48]([OH:50])=O)[CH2:40]2.[O:54]([CH:61]1[CH2:66][CH2:65][NH:64][CH2:63][CH2:62]1)[C:55]1[CH:60]=[CH:59][CH:58]=[CH:57][CH:56]=1. (3) Given the product [O:2]=[CH:3][CH2:4][N:5]([C:14]1[CH:19]=[CH:18][CH:17]=[CH:16][C:15]=1[O:20][CH3:21])[C:6]([CH:8]1[CH2:9][CH2:10][CH2:11][CH2:12][CH2:13]1)=[O:7], predict the reactants needed to synthesize it. The reactants are: C[O:2][CH:3](OC)[CH2:4][N:5]([C:14]1[CH:19]=[CH:18][CH:17]=[CH:16][C:15]=1[O:20][CH3:21])[C:6]([CH:8]1[CH2:13][CH2:12][CH2:11][CH2:10][CH2:9]1)=[O:7].C1(C=CC(O)=CC=1)O.Cl.C([O-])([O-])=O.[Na+].[Na+].